From a dataset of Reaction yield outcomes from USPTO patents with 853,638 reactions. Predict the reaction yield, written as a fraction of the theoretical maximum amount of product (1.0 means a 100% yield; for example, 0.34 means a 34% yield). (1) The reactants are [CH3:1][C:2]([CH3:23])([CH3:22])[C:3]([O:5][CH2:6][C:7]1[NH:16][C:15](=[O:17])[C:14]2[C:9](=[CH:10][C:11]3[CH2:20][CH2:19][C:18](=O)[C:12]=3[CH:13]=2)[N:8]=1)=[O:4].[NH2:24][C:25]1[CH:37]=[CH:36][C:28]([C:29]([O:31][C:32]([CH3:35])([CH3:34])[CH3:33])=[O:30])=[CH:27][CH:26]=1.[B][B][B][B][B][B][B][B][B][B]. The catalyst is CO.C(Cl)Cl. The product is [CH3:22][C:2]([CH3:23])([CH3:1])[C:3]([O:5][CH2:6][C:7]1[NH:16][C:15](=[O:17])[C:14]2[C:9](=[CH:10][C:11]3[CH2:20][CH2:19][CH:18]([NH:24][C:25]4[CH:37]=[CH:36][C:28]([C:29]([O:31][C:32]([CH3:33])([CH3:34])[CH3:35])=[O:30])=[CH:27][CH:26]=4)[C:12]=3[CH:13]=2)[N:8]=1)=[O:4]. The yield is 0.580. (2) The catalyst is CN(C)C=O.C(OCC)(=O)C. The product is [Cl:8][C:5]1[CH:6]=[CH:7][C:2]([NH:1][C:23]([NH:22][C:16]2[CH:17]=[CH:18][CH:19]=[C:20]([Cl:21])[C:15]=2[Cl:14])=[O:24])=[C:3]([OH:13])[C:4]=1[S:9]([NH2:12])(=[O:11])=[O:10]. The yield is 0.740. The reactants are [NH2:1][C:2]1[C:3]([OH:13])=[C:4]([S:9]([NH2:12])(=[O:11])=[O:10])[C:5]([Cl:8])=[CH:6][CH:7]=1.[Cl:14][C:15]1[C:20]([Cl:21])=[CH:19][CH:18]=[CH:17][C:16]=1[N:22]=[C:23]=[O:24].